This data is from NCI-60 drug combinations with 297,098 pairs across 59 cell lines. The task is: Regression. Given two drug SMILES strings and cell line genomic features, predict the synergy score measuring deviation from expected non-interaction effect. (1) Drug 1: CC1=C(C(CCC1)(C)C)C=CC(=CC=CC(=CC(=O)O)C)C. Drug 2: C1CCC(C(C1)N)N.C(=O)(C(=O)[O-])[O-].[Pt+4]. Cell line: HCC-2998. Synergy scores: CSS=24.8, Synergy_ZIP=-9.04, Synergy_Bliss=-1.90, Synergy_Loewe=-14.3, Synergy_HSA=-4.44. (2) Drug 1: CN(C)N=NC1=C(NC=N1)C(=O)N. Drug 2: CC(C1=C(C=CC(=C1Cl)F)Cl)OC2=C(N=CC(=C2)C3=CN(N=C3)C4CCNCC4)N. Cell line: BT-549. Synergy scores: CSS=-2.22, Synergy_ZIP=3.16, Synergy_Bliss=4.14, Synergy_Loewe=-0.517, Synergy_HSA=-0.211. (3) Drug 1: C1=NNC2=C1C(=O)NC=N2. Drug 2: C1C(C(OC1N2C=NC3=C2NC=NCC3O)CO)O. Cell line: OVCAR3. Synergy scores: CSS=-6.63, Synergy_ZIP=0.300, Synergy_Bliss=-3.58, Synergy_Loewe=-7.05, Synergy_HSA=-6.40. (4) Drug 1: CC1OCC2C(O1)C(C(C(O2)OC3C4COC(=O)C4C(C5=CC6=C(C=C35)OCO6)C7=CC(=C(C(=C7)OC)O)OC)O)O. Drug 2: CCCCCOC(=O)NC1=NC(=O)N(C=C1F)C2C(C(C(O2)C)O)O. Cell line: OVCAR-5. Synergy scores: CSS=20.4, Synergy_ZIP=-5.44, Synergy_Bliss=0.249, Synergy_Loewe=1.20, Synergy_HSA=0.892.